Dataset: Forward reaction prediction with 1.9M reactions from USPTO patents (1976-2016). Task: Predict the product of the given reaction. (1) Given the reactants [O-]S([C:5](F)(F)F)(=O)=O.FC1C=CC(B(O)O)=CC=1.[CH:19]1([N:24]2[C:33]([C:34]3[CH:39]=[CH:38][C:37]([F:40])=[CH:36][CH:35]=3)=[C:32]3[C:26]([CH2:27][CH2:28][NH:29][CH:30](C)[CH2:31]3)=[N:25]2)[CH2:23][CH2:22][CH2:21][CH2:20]1, predict the reaction product. The product is: [CH:19]1([N:24]2[C:33]([C:34]3[CH:35]=[CH:36][C:37]([F:40])=[CH:38][CH:39]=3)=[C:32]3[C:26]([CH2:27][CH:28]([CH3:5])[NH:29][CH2:30][CH2:31]3)=[N:25]2)[CH2:23][CH2:22][CH2:21][CH2:20]1. (2) Given the reactants [F:1][C:2]1[C:3]([CH:12]=O)=[CH:4][C:5]2[O:10][CH2:9][CH2:8][O:7][C:6]=2[CH:11]=1.[ClH:14].Cl.[NH2:16][CH:17]1[CH2:22][CH2:21][N:20]([CH2:23][C@H:24]2[N:35]3[C:36]4[N:27]([C:28](=[O:38])[CH:29]=[N:30][C:31]=4[CH:32]=[CH:33][C:34]3=[O:37])[CH2:26][CH2:25]2)[CH2:19][CH2:18]1.[BH-](OC(C)=O)(OC(C)=O)OC(C)=O.[Na+].C(=O)(O)[O-].[Na+], predict the reaction product. The product is: [ClH:14].[ClH:14].[F:1][C:2]1[C:3]([CH2:12][NH:16][CH:17]2[CH2:22][CH2:21][N:20]([CH2:23][C@H:24]3[N:35]4[C:36]5[N:27]([C:28](=[O:38])[CH:29]=[N:30][C:31]=5[CH:32]=[CH:33][C:34]4=[O:37])[CH2:26][CH2:25]3)[CH2:19][CH2:18]2)=[CH:4][C:5]2[O:10][CH2:9][CH2:8][O:7][C:6]=2[CH:11]=1. (3) Given the reactants [NH2:1][C:2](=[N:33][O:34][C:35](OCC(CC)CCCC)=[O:36])[C:3]1[CH:4]=[C:5]2[C:22](=[CH:23][CH:24]=1)[O:21][C:8]1([CH2:13][CH2:12][N:11]([C:14]([O:16][C:17]([CH3:20])([CH3:19])[CH3:18])=[O:15])[CH2:10][CH2:9]1)[CH2:7][CH:6]2[O:25][Si:26]([C:29]([CH3:32])([CH3:31])[CH3:30])([CH3:28])[CH3:27], predict the reaction product. The product is: [Si:26]([O:25][CH:6]1[C:5]2[C:22](=[CH:23][CH:24]=[C:3]([C:2]3[NH:1][C:35](=[O:36])[O:34][N:33]=3)[CH:4]=2)[O:21][C:8]2([CH2:9][CH2:10][N:11]([C:14]([O:16][C:17]([CH3:20])([CH3:18])[CH3:19])=[O:15])[CH2:12][CH2:13]2)[CH2:7]1)([C:29]([CH3:30])([CH3:32])[CH3:31])([CH3:28])[CH3:27]. (4) Given the reactants Br[C:2]1[CH:3]=[CH:4][C:5]([F:19])=[C:6]([C:8]2[CH:13]=[CH:12][C:11]([S:14]([NH:17][CH3:18])(=[O:16])=[O:15])=[CH:10][CH:9]=2)[CH:7]=1.[B:20]1([B:20]2[O:24][C:23]([CH3:26])([CH3:25])[C:22]([CH3:28])([CH3:27])[O:21]2)[O:24][C:23]([CH3:26])([CH3:25])[C:22]([CH3:28])([CH3:27])[O:21]1.C([O-])(=O)C.[K+].CS(C)=O, predict the reaction product. The product is: [F:19][C:5]1[CH:4]=[CH:3][C:2]([B:20]2[O:24][C:23]([CH3:26])([CH3:25])[C:22]([CH3:28])([CH3:27])[O:21]2)=[CH:7][C:6]=1[C:8]1[CH:13]=[CH:12][C:11]([S:14]([NH:17][CH3:18])(=[O:16])=[O:15])=[CH:10][CH:9]=1. (5) Given the reactants [CH2:1]([N:4]([CH2:17][CH2:18][CH3:19])[C:5]([C:7]1[CH:8]=[C:9]([CH:13]=[C:14]([CH3:16])[CH:15]=1)[C:10]([OH:12])=O)=[O:6])[CH2:2][CH3:3].C(Cl)CCl.C1C=CC2N(O)N=NC=2C=1.[NH2:34][C@@H:35]([CH2:54][C:55]1[CH:60]=[C:59]([F:61])[CH:58]=[C:57]([F:62])[CH:56]=1)[CH2:36][NH:37][C@H:38]([C:40]([NH:42][C@H:43]([C:47]([NH:49][CH2:50][CH:51]([CH3:53])[CH3:52])=[O:48])[CH:44]([CH3:46])[CH3:45])=[O:41])[CH3:39], predict the reaction product. The product is: [F:61][C:59]1[CH:60]=[C:55]([CH2:54][C@H:35]([NH:34][C:10](=[O:12])[C:9]2[CH:13]=[C:14]([CH3:16])[CH:15]=[C:7]([C:5]([N:4]([CH2:1][CH2:2][CH3:3])[CH2:17][CH2:18][CH3:19])=[O:6])[CH:8]=2)[CH2:36][NH:37][C@H:38]([C:40]([NH:42][C@H:43]([C:47]([NH:49][CH2:50][CH:51]([CH3:53])[CH3:52])=[O:48])[CH:44]([CH3:46])[CH3:45])=[O:41])[CH3:39])[CH:56]=[C:57]([F:62])[CH:58]=1.